From a dataset of Forward reaction prediction with 1.9M reactions from USPTO patents (1976-2016). Predict the product of the given reaction. Given the reactants [C:1]1([CH:7]2[CH2:12][CH2:11][NH:10][CH2:9][CH2:8]2)[CH:6]=[CH:5][CH:4]=[CH:3][CH:2]=1.F[C:14]1[CH:21]=[CH:20][C:17]([C:18]#[N:19])=[CH:16][CH:15]=1.C(=O)([O-])[O-].[K+].[K+].C(OCC)(=O)C, predict the reaction product. The product is: [C:1]1([CH:7]2[CH2:8][CH2:9][N:10]([C:14]3[CH:21]=[CH:20][C:17]([C:18]#[N:19])=[CH:16][CH:15]=3)[CH2:11][CH2:12]2)[CH:6]=[CH:5][CH:4]=[CH:3][CH:2]=1.